Regression. Given a peptide amino acid sequence and an MHC pseudo amino acid sequence, predict their binding affinity value. This is MHC class II binding data. From a dataset of Peptide-MHC class II binding affinity with 134,281 pairs from IEDB. (1) The peptide sequence is ARTDLLAFTAFPKQI. The MHC is DRB1_0404 with pseudo-sequence DRB1_0404. The binding affinity (normalized) is 0.576. (2) The peptide sequence is AVTALTIAYLVGSNMK. The MHC is DRB1_1101 with pseudo-sequence DRB1_1101. The binding affinity (normalized) is 0.592. (3) The peptide sequence is LSPLSNMVSMANNHM. The MHC is HLA-DPA10103-DPB10401 with pseudo-sequence HLA-DPA10103-DPB10401. The binding affinity (normalized) is 0.194. (4) The peptide sequence is ENPVVHFFRNIVTPR. The MHC is DRB1_1501 with pseudo-sequence DRB1_1501. The binding affinity (normalized) is 0.870. (5) The peptide sequence is NPRLCTKEEFIAKVR. The MHC is HLA-DQA10201-DQB10402 with pseudo-sequence HLA-DQA10201-DQB10402. The binding affinity (normalized) is 0.291. (6) The peptide sequence is APSMEEVAAAAVAVT. The MHC is DRB1_0101 with pseudo-sequence DRB1_0101. The binding affinity (normalized) is 0.210.